Dataset: Catalyst prediction with 721,799 reactions and 888 catalyst types from USPTO. Task: Predict which catalyst facilitates the given reaction. Reactant: C1(C)C=CC(S(O[CH:11]2[CH2:16][CH2:15][N:14]([C:17]3[CH:22]=[CH:21][C:20]([N:23]4[CH2:27][C@H:26]([CH2:28][NH:29][C:30](=[O:32])[CH3:31])[O:25][C:24]4=[O:33])=[CH:19][C:18]=3[F:34])[CH2:13][CH2:12]2)(=O)=O)=CC=1.[C:36]([O-])([O-])=O.[K+].[K+].[NH:42]1[CH:46]=[CH:45][N:44]=N1. Product: [N:42]1([CH:11]2[CH2:12][CH2:13][N:14]([C:17]3[CH:22]=[CH:21][C:20]([N:23]4[CH2:27][C@H:26]([CH2:28][NH:29][C:30](=[O:32])[CH3:31])[O:25][C:24]4=[O:33])=[CH:19][C:18]=3[F:34])[CH2:15][CH2:16]2)[CH:46]=[CH:45][N:44]=[CH:36]1. The catalyst class is: 9.